Dataset: Forward reaction prediction with 1.9M reactions from USPTO patents (1976-2016). Task: Predict the product of the given reaction. (1) Given the reactants Br[C:2]1[CH:3]=[CH:4][C:5](O)=[C:6]([C:8]2[CH:17]=[CH:16][C:15]3[C:10](=[CH:11][CH:12]=[C:13]([C:18]4[N:22]([CH:23]5[CH2:28][CH2:27][CH2:26][CH2:25][CH2:24]5)[C:21]5[CH:29]=[CH:30][C:31]([C:33]([OH:35])=[O:34])=[CH:32][C:20]=5[N:19]=4)[CH:14]=3)[N:9]=2)[CH:7]=1.[CH:37]1[C:46]2CCCCC=2C=[CH:39][C:38]=1C(=O)C.[OH-].[K+], predict the reaction product. The product is: [CH:23]1([N:22]2[C:21]3[CH:29]=[CH:30][C:31]([C:33]([OH:35])=[O:34])=[CH:32][C:20]=3[N:19]=[C:18]2[C:13]2[CH:14]=[C:15]3[C:10](=[CH:11][CH:12]=2)[N:9]=[C:8]([C:6]2[CH:5]=[CH:4][C:3]4[CH2:39][CH2:38][CH2:37][CH2:46][C:2]=4[CH:7]=2)[CH:17]=[CH:16]3)[CH2:24][CH2:25][CH2:26][CH2:27][CH2:28]1. (2) Given the reactants [NH2:1][C@H:2]([CH2:5][S:6][C:7]([C:20]1[CH:25]=[CH:24][CH:23]=[CH:22][CH:21]=1)([C:14]1[CH:19]=[CH:18][CH:17]=[CH:16][CH:15]=1)[C:8]1[CH:13]=[CH:12][CH:11]=[CH:10][CH:9]=1)[CH2:3][OH:4].C(N(CC)CC)C.[C:33]([C:41]1[C:42](=[O:52])[N:43]([CH3:51])[C:44](=[O:50])[N:45]([CH3:49])[C:46]=1[CH2:47]Br)(=O)[C:34]1[CH:39]=[CH:38][CH:37]=[CH:36][CH:35]=1, predict the reaction product. The product is: [OH:4][CH2:3][C@H:2]([N:1]1[C:33]([C:34]2[CH:39]=[CH:38][CH:37]=[CH:36][CH:35]=2)=[C:41]2[C:46]([N:45]([CH3:49])[C:44](=[O:50])[N:43]([CH3:51])[C:42]2=[O:52])=[CH:47]1)[CH2:5][S:6][C:7]([C:20]1[CH:25]=[CH:24][CH:23]=[CH:22][CH:21]=1)([C:8]1[CH:13]=[CH:12][CH:11]=[CH:10][CH:9]=1)[C:14]1[CH:15]=[CH:16][CH:17]=[CH:18][CH:19]=1. (3) Given the reactants [CH2:1]1[C:4]2([CH2:7][C:6](=[O:8])[CH2:5]2)[CH2:3][C:2]1=[O:9].[BH4-].[Na+], predict the reaction product. The product is: [OH:9][CH:2]1[CH2:1][C:4]2([CH2:7][C:6](=[O:8])[CH2:5]2)[CH2:3]1. (4) Given the reactants C(O[C:6]([N:8]1[CH2:12][C:11](=[N:13][O:14][CH2:15][C:16]2[CH:21]=[CH:20][C:19]([O:22][CH3:23])=[CH:18][CH:17]=2)[CH2:10][C@H:9]1[C:24]([OH:26])=O)=[O:7])(C)(C)C.[N:27]([CH2:30][CH2:31][CH2:32][CH2:33][CH3:34])=C=O.[S:35]1[CH:39]=[CH:38][CH:37]=[C:36]1[CH2:40][NH2:41], predict the reaction product. The product is: [CH3:23][O:22][C:19]1[CH:18]=[CH:17][C:16]([CH2:15][O:14][N:13]=[C:11]2[CH2:12][N:8]([C:6]([NH:27][CH2:30][CH2:31][CH2:32][CH2:33][CH3:34])=[O:7])[C@H:9]([C:24]([NH:41][CH2:40][C:36]3[S:35][CH:39]=[CH:38][CH:37]=3)=[O:26])[CH2:10]2)=[CH:21][CH:20]=1. (5) The product is: [CH3:1][O:2][C:3]([C:5]1[C:10]([Cl:11])=[C:9]([NH2:12])[N:8]=[C:7]([C:18]2[CH:19]=[CH:20][C:15]([Cl:14])=[CH:16][C:17]=2[F:24])[N:6]=1)=[O:4]. Given the reactants [CH3:1][O:2][C:3]([C:5]1[C:10]([Cl:11])=[C:9]([NH2:12])[N:8]=[C:7](Cl)[N:6]=1)=[O:4].[Cl:14][C:15]1[CH:20]=[CH:19][C:18](B(O)O)=[C:17]([F:24])[CH:16]=1.[F-].[Cs+], predict the reaction product.